From a dataset of Catalyst prediction with 721,799 reactions and 888 catalyst types from USPTO. Predict which catalyst facilitates the given reaction. Reactant: Cl.[NH2:2][OH:3].C(=O)(O)[O-].[Na+].[CH:9]1([C@H:13]([NH:15][C:16]2[N:24]=[C:23]([C:25]#[N:26])[N:22]=[C:21]3[C:17]=2[N:18]([CH2:32][C@H:33]2[CH2:38][CH2:37][C@H:36]([CH3:39])[CH2:35][CH2:34]2)[C:19]([CH2:27][C:28]([OH:31])([CH3:30])[CH3:29])=[N:20]3)[CH3:14])[CH2:12][CH2:11][CH2:10]1. Product: [CH:9]1([C@H:13]([NH:15][C:16]2[N:24]=[C:23]([C:25](=[NH:26])[NH:2][OH:3])[N:22]=[C:21]3[C:17]=2[N:18]([CH2:32][C@H:33]2[CH2:34][CH2:35][C@H:36]([CH3:39])[CH2:37][CH2:38]2)[C:19]([CH2:27][C:28]([OH:31])([CH3:30])[CH3:29])=[N:20]3)[CH3:14])[CH2:12][CH2:11][CH2:10]1. The catalyst class is: 40.